From a dataset of Reaction yield outcomes from USPTO patents with 853,638 reactions. Predict the reaction yield, written as a fraction of the theoretical maximum amount of product (1.0 means a 100% yield; for example, 0.34 means a 34% yield). The reactants are [Br:1][C:2]1[CH:3]=[C:4]([S:8](Cl)(=[O:10])=[O:9])[CH:5]=[CH:6][CH:7]=1.[CH3:12][NH2:13].CCO. No catalyst specified. The product is [Br:1][C:2]1[CH:3]=[C:4]([S:8]([NH:13][CH3:12])(=[O:10])=[O:9])[CH:5]=[CH:6][CH:7]=1. The yield is 0.880.